Dataset: Reaction yield outcomes from USPTO patents with 853,638 reactions. Task: Predict the reaction yield, written as a fraction of the theoretical maximum amount of product (1.0 means a 100% yield; for example, 0.34 means a 34% yield). (1) The reactants are [NH2:1][C@@H:2]([CH3:18])[CH2:3][N:4]1[CH:8]=[CH:7][C:6]([C:9]2[CH:16]=[CH:15][C:12]([C:13]#[N:14])=[C:11]([Cl:17])[CH:10]=2)=[N:5]1.[CH3:19][NH:20][C:21]1[S:22][CH:23]=[C:24]([C:26](O)=[O:27])[N:25]=1. No catalyst specified. The product is [Cl:17][C:11]1[CH:10]=[C:9]([C:6]2[CH:7]=[CH:8][N:4]([CH2:3][C@@H:2]([NH:1][C:26]([C:24]3[N:25]=[C:21]([NH:20][CH3:19])[S:22][CH:23]=3)=[O:27])[CH3:18])[N:5]=2)[CH:16]=[CH:15][C:12]=1[C:13]#[N:14]. The yield is 0.0828. (2) The reactants are CS(C)=O.[C:5](=[O:8])([O-])[O-].[K+].[K+].Cl[C:12]1[CH:17]=[CH:16][C:15]([C:18]([F:21])([F:20])[F:19])=[CH:14][N:13]=1. The catalyst is O. The product is [F:19][C:18]([F:21])([F:20])[C:15]1[CH:16]=[CH:17][C:12]([N:13]2[CH2:12][CH2:17][C@@H:5]([OH:8])[CH2:14]2)=[N:13][CH:14]=1. The yield is 0.959. (3) The reactants are Cl[C:2]1[C:7]2[S:8][C:9]3[N:10]=[C:11]([CH2:21][CH:22]([CH3:24])[CH3:23])[C:12]4[CH2:13][CH2:14][C:15]([CH3:20])([CH3:19])[CH2:16][C:17]=4[C:18]=3[C:6]=2[N:5]=[CH:4][N:3]=1.[N:25]1([CH2:31][CH2:32][NH2:33])[CH2:30][CH2:29][O:28][CH2:27][CH2:26]1. The catalyst is C(O)C. The product is [CH2:21]([C:11]1[C:12]2[CH2:13][CH2:14][C:15]([CH3:19])([CH3:20])[CH2:16][C:17]=2[C:18]2[C:6]3[C:7](=[C:2]([NH:33][CH2:32][CH2:31][N:25]4[CH2:30][CH2:29][O:28][CH2:27][CH2:26]4)[N:3]=[CH:4][N:5]=3)[S:8][C:9]=2[N:10]=1)[CH:22]([CH3:23])[CH3:24]. The yield is 0.680.